From a dataset of Human Reference Interactome with 51,813 positive PPI pairs across 8,248 proteins, plus equal number of experimentally-validated negative pairs. Binary Classification. Given two protein amino acid sequences, predict whether they physically interact or not. (1) Protein 1 (ENSG00000180787) has sequence MGTENKEVIPKEEISEESEPHGSLLEKFPKVVYQGHEFGAGCEEDMLEGHSRESMEEVIEQMSPQERDFPSGLMIFKKSPSSEKDRENNESERGCSPSPNLVTHQGDTTEGVSAFATSGQNFLEILESNKTQRSSVGEKPHTCKECGKAFNQNSHLIQHMRVHSGEKPFECKECGKTFGTNSSLRRHLRIHAGEKPFACNECGKAFIQSSHLIHHHRIHTGERPYKCEECGKAFSQNSALILHQRIHTGEKPYECNECGKTFRVSSQLIQHQRIHTEERYHECNECGKAFKHSSGLIRHQ.... Result: 0 (the proteins do not interact). Protein 2 (ENSG00000125814) has sequence MDNAGKEREAVQLMAEAEKRVKASHSFLRGLFGGNTRIEEACEMYTRAANMFKMAKNWSAAGNAFCQAAKLHMQLQSKHDSATSFVDAGNAYKKADPQEAINCLNAAIDIYTDMGRFTIAAKHHITIAEIYETELVDIEKAIAHYEQSADYYKGEESNSSANKCLLKVAAYAAQLEQYQKAIEIYEQVGANTMDNPLLKYSAKDYFFKAALCHFIVDELNAKLALEKYEEMFPAFTDSRECKLLKKLLEAHEEQNSEAYTEAVKEFDSISRLDQWLTTMLLRIKKSIQGDGEGDGDLK*M.... (2) Protein 1 (ENSG00000102243) has sequence MEEMKKTAIRLPKGKQKPIKTEWNSRCVLFTYFQGDISSVVDEHFSRALSNIKSPQELTPSSQSEGVMLKNDDSMSPNQWRYSSPWTKPQPEVPVTNRAANCNLHVPGPMAVNQFSPSLARRASVRPGELWHFSSLAGTSSLEPGYSHPFPARHLVPEPQPDGKREPLLSLLQQDRCLARPQESAARENGNPGQIAGSTGLLFNLPPGSVHYKKLYVSRGSASTSLPNETLSELETPGKYSLTPPNHWGHPHRYLQHL*XISSVVDEHFSRALSNIKSPQELTPSSQSEGVMLKNDDSMS.... Protein 2 (ENSG00000181045) has sequence MPSSVTALGQARSSGPGMAPSACCCSPAALQRRLPILAWLPSYSLQWLKMDFVAGLSVGLTAIPQALAYAEVAGLPPQYGLYSAFMGCFVYFFLGTSRDVTLGPTAIMSLLVSFYTFHEPAYAVLLAFLSGCIQLAMGVLRLGFLLDFISYPVIKGFTSAAAVTIGFGQIKNLLGLQNIPRPFFLQVYHTFLRIAETRVGDAVLGLVCMLLLLVLKLMRDHVPPVHPEMPPGVRLSRGLVWAATTARNALVVSFAALVAYSFEVTGYQPFILTGETAEGLPPVRIPPFSVTTANGTISFT.... Result: 0 (the proteins do not interact). (3) Protein 1 (ENSG00000197498) has sequence MDTLDRVVKPKTKRAKRFLEKREPKLNENIKNAMLIKGGNANATVTKVLKDVNVFCFESYKFCFTVCTEKTIRCTI*MDTLDRVVKPKTKRAKRFLEKREPKLNENIKNAMLIKGGNANATVTKVLKDVYALKKPYGVLYKKKNITRPFEDQTSLEFFSKKSDCSLFMFGSHNKKRPNNLVIGRMYDYHVLDMIELGIENFVSLKDIKNSKCPEGTKPMLIFAGDDFDVTEDYRRLKSLLIDFFRGPTVSNIRLAGLEYVLHFTALNGKIYFRSYKLLLKKSGCRTPRIELEEMGPSLDL.... Protein 2 (ENSG00000182676) has sequence MPSRTARYARYSPRQRRRRMLADRSVRFPNDVLFLDHIRQGDLEQVGRFIRTRKVSLATIHPSGLAALHEAVLSGNLECVKLLVKYGADIHQRDEAGWTPLHIACSDGYPDIARYLISLGADRDATNDDGDLPSDLIDPDYKELVELFKGTTMD*MPSRTARYARYSPRQRRRRMLADRSVRFPNDVLFLDHIRQGDLEQVGRFIRTRKVSLATIHPSGLAALHEAVLSGNLECVKLLVKYGADIHQRDEAGWTPLHIACSDGYPDIAR*. Result: 0 (the proteins do not interact). (4) Protein 1 (ENSG00000143147) has sequence MKVVQHALPTPRRGALTMSLNSSLSCRKELSNLTEEEGGEGGVIITQFIAIIVITIFVCLGNLVIVVTLYKKSYLLTLSNKFVFSLTLSNFLLSVLVLPFVVTSSIRREWIFGVVWCNFSALLYLLISSASMLTLGVIAIDRYYAVLYPMVYPMKITGNRAVMALVYIWLHSLIGCLPPLFGWSSVEFDEFKWMCVAAWHREPGYTAFWQIWCALFPFLVMLVCYGFIFRVARVKARKVHCGTVVIVEEDAQRTGRKNSSTSTSSSGSRRNAFQGVVYSANQCKALITILVVLGAFMVTW.... Protein 2 (ENSG00000161791) has sequence MGNLESAEGVPGEPPSVPLLLPPGKMPMPEPCELEERFALVLSSMNLPPDKARLLRQYDNEKKWDLICDQERFQVKNPPHTYIQKLQSFLDPSVTRKKFRRRVQESTKVLRELEISLRTNHIGWVREFLNDENKGLDVLVDYLSFAQCSVMFDFEGLESGDDGAFDKLRSWSRSIEDLQPPSALSAPFTNSLARSARQSVLRYSTLPGRRALKNSRLVSQKDDVHVCILCLRAIMNYQYGFNLVMSHPHAVNEIALSLNNKNPRTKALVLELLAAVCLVRGGHEIILAAFDNFKEVCKEL.... Result: 0 (the proteins do not interact). (5) Protein 1 (ENSG00000152779) has sequence MPSGSHWTANSSKIITWLLEQPGKEEKRKTMAKVNRARSTSPPDGGWGWMIVAGCFLVTICTRAVTRCISIFFVEFQTYFTQDYAQTAWIHSIVDCVTMLCAPLGSVVSNHLSCQVGIMLGGLLASTGLILSSFATSLKHLYLTLGVLTGLGFALCYSPAIAMVGKYFSRRKALAYGIAMSGSGIGTFILAPVVQLLIEQFSWRGALLILGGFVLNLCVCGALMRPITLKEDHTTPEQNHVCRTQKEDIKRVSPYSSLTKEWAQTCLCCCLQQEYSFLLMSDFVVLAVSVLFMAYGCSPL.... Protein 2 (ENSG00000108823) has sequence MAETLFWTPLLVVLLAGLGDTEAQQTTLHPLVGRVFVHTLDHETFLSLPEHVAVPPAVHITYHAHLQGHPDLPRWLRYTQRSPHHPGFLYGSATPEDRGLQVIEVTAYNRDSFDTTRQRLVLEIGDPEGPLLPYQAEFLVRSHDAEEVLPSTPASRFLSALGGLWEPGELQLLNVTSALDRGGRVPLPIEGRKEGVYIKVGSASPFSTCLKMVASPDSHARCAQGQPPLLSCYDTLAPHFRVDWCNVTLVDKSVPEPADEVPTPGDGILEHDPFFCPPTEAPDRDFLVDALVTLLVPLLV.... Result: 0 (the proteins do not interact). (6) Protein 1 (ENSG00000101213) has sequence MVSRDQAHLGPKYVGLWDFKSRTDEELSFRAGDVFHVARKEEQWWWATLLDEAGGAVAQGYVPHNYLAERETVESEPAGHAGCAALQDLAACRGPAAPERGGVLPQPARACELPQGPEPVPRPAAGRALPEARA*MVSRDQAHLGPKYVGLWDFKSRTDEELSFRAGDVFHVARKEEQWWWATLLDEAGGAVAQGYVPHNYLAERETVESEPWFFGCISRSEAVRRLQAEGNATGAFLIRVSEKPSADYVLSVRDTQAVRHYKIWRRAGGRLHLNEAVSFLSLPELVNYHRAQSLSHGLR.... Protein 2 (ENSG00000155926) has sequence MGNSMKSTPAPAERPLPNPEGLDSDFLAVLSDYPSPDISPPIFRRGEKLRVISDEGGWWKAISLSTGRESYIPGICVARVYHGWLFEGLGRDKAEELLQLPDTKVGSFMIRESETKKGFYSLSVRHRQVKHYRIFRLPNNWYYISPRLTFQCLEDLVNHYSEVADGLCCVLTTPCLTQSTAAPAVRASSSPVTLRQKTVDWRRVSRLQEDPEGTENPLGVDESLFSYGLRESIASYLSLTSEDNTSFDRKKKSISLMYGGSKRKSSFFSSPPYFED*MLHRLWASPAAPGKKKEMGNSMK.... Result: 1 (the proteins interact). (7) Protein 1 (ENSG00000145248) has sequence MDGNDNVTLLFAPLLRDNYTLAPNASSLGPGTDLALAPASSAGPGPGLSLGPGPSFGFSPGPTPTPEPTTSGLAGGAASHGPSPFPRPWAPHALPFWDTPLNHGLNVFVGAALCITMLGLGCTVDVNHFGAHVRRPVGALLAALCQFGLLPLLAFLLALAFKLDEVAAVAVLLCGCCPGGNLSNLMSLLVDGDMNLSIIMTISSTLLALVLMPLCLWIYSWAWINTPIVQLLPLGTVTLTLCSTLIPIGLGVFIRYKYSRVADYIVKVSLWSLLVTLVVLFIMTGTMLGPELLASIPAAV.... Protein 2 (ENSG00000103375) has sequence MSGEIAMCEPEFGNDKAREPSVGGRWRVSWYERFVQPCLVELLGSALFIFIGCLSVIENGTDTGLLQPALAHGLALGLVIATLGNISGGHFNPAVSLAAMLIGGLNLVMLLPYWVSQLLGGMLGAALAKAVSPEERFWNASGAAFVTVQEQGQVAGALVAEIILTTLLALAVCMGAINEKTKGPLAPFSIGFAVTVDILAGGPVSGGCMNPARAFGPAVVANHWNFHWIYWLGPLLAGLLVGLLIRCFIGDGKTRLILKAR*MCEPEFGNDKAREPSVGGRWRVSWYERFVQPCLVELLG.... Result: 0 (the proteins do not interact).